Dataset: TCR-epitope binding with 47,182 pairs between 192 epitopes and 23,139 TCRs. Task: Binary Classification. Given a T-cell receptor sequence (or CDR3 region) and an epitope sequence, predict whether binding occurs between them. The epitope is MPASWVMRI. The TCR CDR3 sequence is CASSLGSTDTQYF. Result: 0 (the TCR does not bind to the epitope).